This data is from Full USPTO retrosynthesis dataset with 1.9M reactions from patents (1976-2016). The task is: Predict the reactants needed to synthesize the given product. Given the product [Cl:1][C:2]1[CH:3]=[C:4]([F:19])[C:5]([O:16][CH2:17][CH3:18])=[C:6]2[C:10]=1[N:9]([CH3:20])[CH:8]=[C:7]2[CH2:11][C:12]([O:14][CH3:15])=[O:13], predict the reactants needed to synthesize it. The reactants are: [Cl:1][C:2]1[CH:3]=[C:4]([F:19])[C:5]([O:16][CH2:17][CH3:18])=[C:6]2[C:10]=1[NH:9][CH:8]=[C:7]2[CH2:11][C:12]([O:14][CH3:15])=[O:13].[C:20]([O-])([O-])=O.[K+].[K+].CI.